This data is from Catalyst prediction with 721,799 reactions and 888 catalyst types from USPTO. The task is: Predict which catalyst facilitates the given reaction. Reactant: [Cl:1][C:2]1[CH:22]=[CH:21][C:5]([CH2:6][N:7]2[C:12](SCC)=[N:11][C:10](=[O:16])[N:9]([CH:17]([CH3:19])[CH3:18])[C:8]2=[O:20])=[CH:4][CH:3]=1.[Cl:23][C:24]1[CH:25]=[C:26]([CH:28]=[CH:29][C:30]=1[O:31][CH:32]([CH3:34])[CH3:33])[NH2:27].C(=O)(O)[O-].[Na+]. Product: [Cl:23][C:24]1[CH:25]=[C:26]([NH:27][C:12]2[N:7]([CH2:6][C:5]3[CH:4]=[CH:3][C:2]([Cl:1])=[CH:22][CH:21]=3)[C:8](=[O:20])[N:9]([CH:17]([CH3:18])[CH3:19])[C:10](=[O:16])[N:11]=2)[CH:28]=[CH:29][C:30]=1[O:31][CH:32]([CH3:33])[CH3:34]. The catalyst class is: 15.